From a dataset of Catalyst prediction with 721,799 reactions and 888 catalyst types from USPTO. Predict which catalyst facilitates the given reaction. (1) Reactant: I[C:2]1[C:7]([O:8][CH3:9])=[CH:6][C:5]([O:10][CH3:11])=[CH:4][C:3]=1[O:12][CH3:13]. Product: [CH3:13][O:12][C:3]1[CH:4]=[C:5]([O:10][CH3:11])[CH:6]=[C:7]([O:8][CH3:9])[C:2]=1[C:2]1[C:7]([O:8][CH3:9])=[CH:6][C:5]([O:10][CH3:11])=[CH:4][C:3]=1[O:12][CH3:13]. The catalyst class is: 536. (2) Reactant: Br[C:2]1[CH:7]=[CH:6][C:5]([O:8][CH2:9][C:10]2[CH:15]=[CH:14][CH:13]=[CH:12][C:11]=2[O:16][C:17]2[CH:22]=[CH:21][CH:20]=[CH:19][CH:18]=2)=[CH:4][N:3]=1.C([Sn](CCCC)(CCCC)/[CH:28]=[CH:29]/[C:30]([O:32][CH2:33][CH3:34])=[O:31])CCC.[F-].[K+]. Product: [O:16]([C:11]1[CH:12]=[CH:13][CH:14]=[CH:15][C:10]=1[CH2:9][O:8][C:5]1[CH:6]=[CH:7][C:2](/[CH:28]=[CH:29]/[C:30]([O:32][CH2:33][CH3:34])=[O:31])=[N:3][CH:4]=1)[C:17]1[CH:22]=[CH:21][CH:20]=[CH:19][CH:18]=1. The catalyst class is: 35. (3) Product: [N:20]1[C:19]2[CH:18]=[C:5]3[CH2:6][CH2:7][N:8]([C:11]([O:13][C:14]([CH3:16])([CH3:17])[CH3:15])=[O:12])[CH2:9][CH2:10][C:4]3=[CH:3][C:2]=2[N:1]=[CH:22][CH:21]=1. The catalyst class is: 6. Reactant: [NH2:1][C:2]1[C:19]([NH2:20])=[CH:18][C:5]2[CH2:6][CH2:7][N:8]([C:11]([O:13][C:14]([CH3:17])([CH3:16])[CH3:15])=[O:12])[CH2:9][CH2:10][C:4]=2[CH:3]=1.[CH:21](O)(C)[CH3:22].O1CCOC(O)C1O. (4) Reactant: C(O[C:4]([C:6]1[N:7]=[N:8][C:9]([Cl:13])=[CH:10][C:11]=1[Cl:12])=[O:5])C.[CH3:14][O:15][C:16]1[CH:21]=[CH:20][CH:19]=[CH:18][C:17]=1[Mg]Br. Product: [Cl:12][C:11]1[CH:10]=[C:9]([Cl:13])[N:8]=[N:7][C:6]=1[C:4]([C:17]1[CH:18]=[CH:19][CH:20]=[CH:21][C:16]=1[O:15][CH3:14])=[O:5]. The catalyst class is: 1. (5) Reactant: ClN1C(=O)C[CH2:4][C:3]1=O.[Br:9][C:10]1[C:11]([CH3:23])=[C:12]([C:16]([S:19]([CH3:22])(=[O:21])=[O:20])=[CH:17][CH:18]=1)[CH:13]=[N:14][OH:15].C=C.C(N(CC)CC)C. Product: [Br:9][C:10]1[C:11]([CH3:23])=[C:12]([C:13]2[CH2:4][CH2:3][O:15][N:14]=2)[C:16]([S:19]([CH3:22])(=[O:21])=[O:20])=[CH:17][CH:18]=1. The catalyst class is: 9. (6) Reactant: C[O:2][CH2:3][C@H:4]([CH3:34])[O:5][C:6]1[CH:7]=[C:8]([CH:20]=[C:21]([C:23]2[NH:24][C:25]([C:28]3[O:29][CH2:30][C@@H:31]([CH3:33])[N:32]=3)=[CH:26][CH:27]=2)[CH:22]=1)[O:9][C:10]1[CH:11]=[CH:12][C:13]([S:16]([CH3:19])(=[O:18])=[O:17])=[N:14][CH:15]=1.B(Br)(Br)Br.C(=O)([O-])O.[Na+]. Product: [CH3:33][C@@H:31]1[CH2:30][O:29][C:28]([C:25]2[NH:24][C:23]([C:21]3[CH:22]=[C:6]([CH:7]=[C:8]([O:9][C:10]4[CH:15]=[N:14][C:13]([S:16]([CH3:19])(=[O:17])=[O:18])=[CH:12][CH:11]=4)[CH:20]=3)[O:5][C@@H:4]([CH3:34])[CH2:3][OH:2])=[CH:27][CH:26]=2)=[N:32]1. The catalyst class is: 2. (7) Reactant: C([O:3][C:4](=O)/[CH:5]=[CH:6]/[C:7]1[C:8]([NH:23][C:24]2[C:29]([F:30])=[CH:28][CH:27]=[CH:26][C:25]=2[F:31])=[N:9][C:10]([S:21][CH3:22])=[N:11][C:12]=1[C:13]1[CH:18]=[CH:17][C:16]([F:19])=[CH:15][C:14]=1[CH3:20])C. Product: [F:30][C:29]1[CH:28]=[CH:27][CH:26]=[C:25]([F:31])[C:24]=1[N:23]1[C:8]2[N:9]=[C:10]([S:21][CH3:22])[N:11]=[C:12]([C:13]3[CH:18]=[CH:17][C:16]([F:19])=[CH:15][C:14]=3[CH3:20])[C:7]=2[CH:6]=[CH:5][C:4]1=[O:3]. The catalyst class is: 11.